From a dataset of Full USPTO retrosynthesis dataset with 1.9M reactions from patents (1976-2016). Predict the reactants needed to synthesize the given product. (1) Given the product [C:12]([O:16][C:17]([N:18]1[CH2:22][CH2:23][C:6]([C:5]2[CH:10]=[CH:11][C:2]([Cl:1])=[CH:3][CH:4]=2)([C:8]#[N:9])[CH2:20][CH2:19]1)=[O:25])([CH3:15])([CH3:14])[CH3:13], predict the reactants needed to synthesize it. The reactants are: [Cl:1][C:2]1[CH:11]=[CH:10][C:5]([C:6]([C:8]#[N:9])=O)=[CH:4][CH:3]=1.[C:12]([O:16][C:17](=[O:25])[N:18]([CH2:22][CH2:23]Cl)[CH2:19][CH2:20]Cl)([CH3:15])([CH3:14])[CH3:13].[H-].[Na+]. (2) Given the product [C:1]([N:8]([C:40]([O:42][C:43]([CH3:46])([CH3:45])[CH3:44])=[O:41])[C@H:9]([C:26]1[CH:31]=[CH:30][CH:29]=[C:28]([OH:32])[CH:27]=1)[C@@H:10]([C:12]1[CH:17]=[CH:16][CH:15]=[C:14]([OH:18])[CH:13]=1)[NH2:11])([O:3][C:4]([CH3:5])([CH3:7])[CH3:6])=[O:2], predict the reactants needed to synthesize it. The reactants are: [C:1]([N:8]([C:40]([O:42][C:43]([CH3:46])([CH3:45])[CH3:44])=[O:41])[C@H:9]([C:26]1[CH:31]=[CH:30][CH:29]=[C:28]([O:32]CC2C=CC=CC=2)[CH:27]=1)[C@@H:10]([C:12]1[CH:17]=[CH:16][CH:15]=[C:14]([O:18]CC2C=CC=CC=2)[CH:13]=1)[NH2:11])([O:3][C:4]([CH3:7])([CH3:6])[CH3:5])=[O:2].[H][H]. (3) Given the product [F:1][CH:2]([F:18])[O:3][C:4]1[C:9]2[O:10][CH:11]([CH3:15])[C:12](=[O:14])[NH:13][C:8]=2[CH:7]=[C:6]([CH2:16][N:31]2[CH2:30][CH2:29][N:28]([C:25]3[CH:24]=[CH:23][C:22]([C:21]([NH:20][CH3:19])=[O:34])=[CH:27][CH:26]=3)[CH2:33][CH2:32]2)[CH:5]=1, predict the reactants needed to synthesize it. The reactants are: [F:1][CH:2]([F:18])[O:3][C:4]1[C:9]2[O:10][CH:11]([CH3:15])[C:12](=[O:14])[NH:13][C:8]=2[CH:7]=[C:6]([CH:16]=O)[CH:5]=1.[CH3:19][NH:20][C:21](=[O:34])[C:22]1[CH:27]=[CH:26][C:25]([N:28]2[CH2:33][CH2:32][NH:31][CH2:30][CH2:29]2)=[CH:24][CH:23]=1.